From a dataset of Full USPTO retrosynthesis dataset with 1.9M reactions from patents (1976-2016). Predict the reactants needed to synthesize the given product. (1) Given the product [OH:23][C:20]([C:17]1[CH:18]=[CH:19][C:14]([C:13]([NH:12][C:4]2[CH:3]=[C:2]([N:25]3[CH2:30][CH2:29][O:28][CH2:27][CH2:26]3)[N:7]3[N:8]=[C:9]([CH3:11])[CH:10]=[C:6]3[N:5]=2)=[O:24])=[CH:15][CH:16]=1)([CH3:22])[CH3:21], predict the reactants needed to synthesize it. The reactants are: Cl[C:2]1[N:7]2[N:8]=[C:9]([CH3:11])[CH:10]=[C:6]2[N:5]=[C:4]([NH:12][C:13](=[O:24])[C:14]2[CH:19]=[CH:18][C:17]([C:20]([OH:23])([CH3:22])[CH3:21])=[CH:16][CH:15]=2)[CH:3]=1.[NH:25]1[CH2:30][CH2:29][O:28][CH2:27][CH2:26]1. (2) Given the product [C:17]([C:5]1[C:6]2[S:10][C:9]([C:11]3[CH:16]=[CH:15][CH:14]=[CH:13][CH:12]=3)=[N:8][C:7]=2[C:2]([NH:25][C@H:26]2[CH2:31][CH2:30][CH2:29][N:28]([C:32]([O:34][C:35]([CH3:38])([CH3:37])[CH3:36])=[O:33])[CH2:27]2)=[N:3][CH:4]=1)#[N:18], predict the reactants needed to synthesize it. The reactants are: Cl[C:2]1[C:7]2[N:8]=[C:9]([C:11]3[CH:16]=[CH:15][CH:14]=[CH:13][CH:12]=3)[S:10][C:6]=2[C:5]([C:17]#[N:18])=[CH:4][N:3]=1.C(=O)([O-])[O-].[K+].[K+].[NH2:25][C@H:26]1[CH2:31][CH2:30][CH2:29][N:28]([C:32]([O:34][C:35]([CH3:38])([CH3:37])[CH3:36])=[O:33])[CH2:27]1. (3) Given the product [Cl:21][C:22]1[CH:27]=[C:26]([CH3:28])[N:25]=[C:24]([NH:29][CH2:19][C:9]2[N:7]3[CH:8]=[C:3]([Cl:2])[CH:4]=[CH:5][C:6]3=[N:11][C:10]=2[C:12]2[CH:13]=[CH:14][C:15]([F:18])=[CH:16][CH:17]=2)[N:23]=1, predict the reactants needed to synthesize it. The reactants are: Cl.[Cl:2][C:3]1[CH:4]=[CH:5][C:6]2[N:7]([C:9]([CH2:19]Cl)=[C:10]([C:12]3[CH:17]=[CH:16][C:15]([F:18])=[CH:14][CH:13]=3)[N:11]=2)[CH:8]=1.[Cl:21][C:22]1[CH:27]=[C:26]([CH3:28])[N:25]=[C:24]([NH2:29])[N:23]=1. (4) Given the product [C:44]([O:43][C:41]([N:38]1[CH2:37][CH2:36][CH:35]([CH2:34][CH2:33][C:32]([N:28]2[CH2:29][CH2:30][CH2:31][C@@H:26]([C:24]([NH:23][CH:17]([C:13]3[CH:14]=[N:15][CH:16]=[C:11]([C:7]4[CH:8]=[CH:9][CH:10]=[C:5]([O:4][CH2:3][CH2:2][F:1])[CH:6]=4)[CH:12]=3)[CH2:18][C:19]([OH:21])=[O:20])=[O:25])[CH2:27]2)=[O:48])[CH2:40][CH2:39]1)=[O:42])([CH3:47])([CH3:46])[CH3:45], predict the reactants needed to synthesize it. The reactants are: [F:1][CH2:2][CH2:3][O:4][C:5]1[CH:6]=[C:7]([C:11]2[CH:12]=[C:13]([CH:17]([NH:23][C:24]([C@@H:26]3[CH2:31][CH2:30][CH2:29][N:28]([C:32](=[O:48])[CH2:33][CH2:34][CH:35]4[CH2:40][CH2:39][N:38]([C:41]([O:43][C:44]([CH3:47])([CH3:46])[CH3:45])=[O:42])[CH2:37][CH2:36]4)[CH2:27]3)=[O:25])[CH2:18][C:19]([O:21]C)=[O:20])[CH:14]=[N:15][CH:16]=2)[CH:8]=[CH:9][CH:10]=1.O.O.O.O.O.O.O.O.[OH-].[Ba+2].[OH-]. (5) The reactants are: C1(O[C:8](=[O:27])[NH:9][C:10]2[S:11][C:12]3[C:13]([N:21]4[CH2:26][CH2:25][O:24][CH2:23][CH2:22]4)=[N:14][CH:15]=[C:16]([O:19][CH3:20])[C:17]=3[N:18]=2)C=CC=CC=1.[N:28]1[CH:33]=[CH:32][CH:31]=[CH:30][CH:29]=1.Cl[CH:35](Cl)[CH3:36]. Given the product [CH3:20][O:19][C:16]1[C:17]2[N:18]=[C:10]([NH:9][C:8]([N:28]3[CH2:33][CH2:32][C:31]4([C:8](=[O:27])[N:9]([CH3:10])[CH2:35][CH2:36]4)[CH2:30][CH2:29]3)=[O:27])[S:11][C:12]=2[C:13]([N:21]2[CH2:22][CH2:23][O:24][CH2:25][CH2:26]2)=[N:14][CH:15]=1, predict the reactants needed to synthesize it. (6) Given the product [Si:1]([O:8][CH2:9][CH2:10][O:11][C:12]1[CH:17]=[C:16]([NH:18][CH:31]=[C:32]([C:33]([O:35][CH2:36][CH3:37])=[O:34])[C:38]([O:40][CH2:41][CH3:42])=[O:39])[CH:15]=[CH:14][C:13]=1[N:21]1[CH2:26][CH2:25][N:24]([CH3:27])[CH2:23][CH2:22]1)([C:4]([CH3:7])([CH3:6])[CH3:5])([CH3:3])[CH3:2], predict the reactants needed to synthesize it. The reactants are: [Si:1]([O:8][CH2:9][CH2:10][O:11][C:12]1[CH:17]=[C:16]([N+:18]([O-])=O)[CH:15]=[CH:14][C:13]=1[N:21]1[CH2:26][CH2:25][N:24]([CH3:27])[CH2:23][CH2:22]1)([C:4]([CH3:7])([CH3:6])[CH3:5])([CH3:3])[CH3:2].C(O[CH:31]=[C:32]([C:38]([O:40][CH2:41][CH3:42])=[O:39])[C:33]([O:35][CH2:36][CH3:37])=[O:34])C. (7) Given the product [Cl:12][C:4]1[N:3]=[CH:2][C:11]2[C:6]([CH:5]=1)=[CH:7][CH:8]=[CH:9][CH:10]=2, predict the reactants needed to synthesize it. The reactants are: Cl[C:2]1[C:11]2[C:6](=[CH:7][CH:8]=[CH:9][CH:10]=2)[CH:5]=[C:4]([Cl:12])[N:3]=1.Cl.[Sn]. (8) The reactants are: C(OC([N:8]1[CH2:13][CH:12]=[C:11]([C:14]2[C:18]3[CH:19]=[CH:20][CH:21]=[C:22]([O:23][CH3:24])[C:17]=3[O:16][CH:15]=2)[CH2:10][CH2:9]1)=O)(C)(C)C.C(O)(C(F)(F)F)=O. Given the product [CH3:24][O:23][C:22]1[C:17]2[O:16][CH:15]=[C:14]([C:11]3[CH2:12][CH2:13][NH:8][CH2:9][CH:10]=3)[C:18]=2[CH:19]=[CH:20][CH:21]=1, predict the reactants needed to synthesize it. (9) The reactants are: [O:1]1[CH2:6][CH:5]=[C:4](B2OC(C)(C)C(C)(C)O2)[CH2:3][CH2:2]1.C(=O)([O-])[O-].[Na+].[Na+].C([O:25][C:26]1[CH:31]=[C:30]([C:32]#[N:33])[C:29](Br)=[C:28]([C:35]#[N:36])[C:27]=1[O:37]C(=O)C)(=O)C.[OH-].[Na+]. Given the product [O:1]1[CH2:6][CH:5]=[C:4]([C:29]2[C:28]([C:35]#[N:36])=[C:27]([OH:37])[C:26]([OH:25])=[CH:31][C:30]=2[C:32]#[N:33])[CH2:3][CH2:2]1, predict the reactants needed to synthesize it.